Dataset: Forward reaction prediction with 1.9M reactions from USPTO patents (1976-2016). Task: Predict the product of the given reaction. Given the reactants [NH2:1][C:2]1[CH:3]=[C:4]([CH:8]=[C:9]([CH:11]2[CH2:16][CH2:15][O:14][CH2:13][CH2:12]2)[CH:10]=1)[C:5]([OH:7])=[O:6].[CH3:17][O:18][C:19]1[N:24]=[C:23]([O:25][CH3:26])[C:22]([C:27]2[CH:36]=[C:35]3[C:30]([C:31](Cl)=[C:32]([C:37]([NH2:39])=[O:38])[CH:33]=[N:34]3)=[CH:29][CH:28]=2)=[CH:21][N:20]=1, predict the reaction product. The product is: [NH2:39][C:37]([C:32]1[CH:33]=[N:34][C:35]2[C:30]([C:31]=1[NH:1][C:2]1[CH:3]=[C:4]([CH:8]=[C:9]([CH:11]3[CH2:16][CH2:15][O:14][CH2:13][CH2:12]3)[CH:10]=1)[C:5]([OH:7])=[O:6])=[CH:29][CH:28]=[C:27]([C:22]1[C:23]([O:25][CH3:26])=[N:24][C:19]([O:18][CH3:17])=[N:20][CH:21]=1)[CH:36]=2)=[O:38].